This data is from Catalyst prediction with 721,799 reactions and 888 catalyst types from USPTO. The task is: Predict which catalyst facilitates the given reaction. (1) Reactant: [CH3:1][N:2]1[CH:10]=[C:9]2[C:4]([CH:5]=[CH:6][C:7]3[CH2:13][CH2:12][C:11](=[CH:14][CH2:15][NH2:16])[C:8]=32)=[N:3]1.C(N(CC)CC)C.[C:24](O[C:24](=[O:27])[CH2:25][CH3:26])(=[O:27])[CH2:25][CH3:26]. Product: [CH3:1][N:2]1[CH:10]=[C:9]2[C:4]([CH:5]=[CH:6][C:7]3[CH2:13][CH2:12][C:11](=[CH:14][CH2:15][NH:16][C:24](=[O:27])[CH2:25][CH3:26])[C:8]=32)=[N:3]1. The catalyst class is: 685. (2) Reactant: [C:1]([CH2:3][C:4]([O:6][CH3:7])=[O:5])#[N:2].[Cl:8][C:9]1[C:13]([Cl:14])=[C:12]([C:15](Cl)=[O:16])[S:11][N:10]=1.Cl. Product: [C:1]([CH:3]([C:15]([C:12]1[S:11][N:10]=[C:9]([Cl:8])[C:13]=1[Cl:14])=[O:16])[C:4]([O:6][CH3:7])=[O:5])#[N:2]. The catalyst class is: 7.